From a dataset of Drug-target binding data from BindingDB using Ki measurements. Regression. Given a target protein amino acid sequence and a drug SMILES string, predict the binding affinity score between them. We predict pKi (pKi = -log10(Ki in M); higher means stronger inhibition). Dataset: bindingdb_ki. (1) The drug is CCCCC(CC)CNC1=N[C@H](CO)[C@H](O)[C@H](O)[C@H]1O. The target protein (Q58D55) has sequence MPGVVRLLALLLVPLLLGSARGLHNATQRTFQIDYRRNRFLKDGQPFRYISGSIHYFRVPRFYWKDRLLKMKMAGLNAIQTYVAWNFHELQPGRYNFSGDHDVEHFIQLAHELGLLVILRPGPYICAEWDMGGLPAWLLEKKSIVLRSSDPDYLAAVDKWLGVLLPKMRPLLYKNGGPIITVQVENEYGSYLSCDYDYLRFLQKRFHDHLGEDVLLFTTDGVNERLLQCGALQGLYATVDFSPGTNLTAAFMLQRKFEPTGPLVNSEFYTGWLDHWGQRHSTVSSKAVAFTLHDMLALGANVNMYMFIGGTNFAYWNGANIPYQPQPTSYDYDAPLSEAGDLTEKYFALRDIIQKFAKVPEGPIPPSTPKFAYGKVALNKLKTVEDALNILCPSGPIKSVYPLTFIDVKQYFGFVLYRTMLPEDCSDPTPLSSPLSGVHDRAYVSVNGVAQGILERESVITLNITGKAGATLDLLVENMGRVNYGSSINDFKGLVSNLTL.... The pKi is 9.6. (2) The small molecule is c1ccc2c(CCC3CCNCC3)c[nH]c2c1. The target protein (P32120) has sequence MGEKPGTRVFKKSSPNCKLTVYLGKRDFVDHLDKVDPVDGVVLVDPDYLKDRKVFVTLTCAFRYGREDLDVLGLSFRKDLFIANYQAFPPTPNPPRPPTRLQERLLRKLGQHAHPFFFTIPQNLPCSVTLQPGPEDTGKACGVDFEIRAFCAKSLEEKSHKRNSVRLVIRKVQFAPEKPGPQPSAETTRHFLMSDRSLHLEASLDKELYYHGEPLNVNVHVTNNSTKTVKKIKVSVRQYADICLFSTAQYKCPVAQVEQDDQVSPSSTFCKVYTITPLLSNNREKRGLALDGKLKHEDTNLASSTIVKEGANKEVLGILVSYRVKVKLVVSRGGDVSVELPFVLMHPKPHDHIALPRPQSAATHPPTLLPSAVPETDAPVDTNLIEFETNYATDDDIVFEDFARLRLKGLKDEDYDDQFC. The pKi is 5.5. (3) The compound is Fc1ccccc1-c1ccc2oc(N3CCN4CCC3CC4)nc2n1. The target protein (P23979) has sequence MRLCIPQVLLALFLSMLTAPGEGSRRRATQEDTTQPALLRLSDHLLANYKKGVRPVRDWRKPTTVSIDVIMYAILNVDEKNQVLTTYIWYRQYWTDEFLQWTPEDFDNVTKLSIPTDSIWVPDILINEFVDVGKSPNIPYVYVHHRGEVQNYKPLQLVTACSLDIYNFPFDVQNCSLTFTSWLHTIQDINITLWRSPEEVRSDKSIFINQGEWELLEVFPQFKEFSIDISNSYAEMKFYVIIRRRPLFYAVSLLLPSIFLMVVDIVGFCLPPDSGERVSFKITLLLGYSVFLIIVSDTLPATIGTPLIGVYFVVCMALLVISLAETIFIVRLVHKQDLQRPVPDWLRHLVLDRIAWILCLGEQPMAHRPPATFQANKTDDCSGSDLLPAMGNHCSHVGGPQDLEKTPRGRGSPLPPPREASLAVRGLLQELSSIRHFLEKRDEMREVARDWLRVGYVLDRLLFRIYLLAVLAYSITLVTLWSIWHYS. The pKi is 5.4. (4) The drug is CCCC[C@H](NC(=O)CNC(=O)[C@H](Cc1c[nH]c2ccccc12)NC(=O)[C@H](CCCC)NC(=O)[C@@H](N)CC(=O)O)C(=O)N[C@@H](Cc1ccc(S(=O)(=O)O)cc1)C(=O)N[C@@H](CC(=O)O)C(=O)O. The target protein (P32239) has sequence MELLKLNRSVQGTGPGPGASLCRPGAPLLNSSSVGNLSCEPPRIRGAGTRELELAIRITLYAVIFLMSVGGNMLIIVVLGLSRRLRTVTNAFLLSLAVSDLLLAVACMPFTLLPNLMGTFIFGTVICKAVSYLMGVSVSVSTLSLVAIALERYSAICRPLQARVWQTRSHAARVIVATWLLSGLLMVPYPVYTVVQPVGPRVLQCVHRWPSARVRQTWSVLLLLLLFFIPGVVMAVAYGLISRELYLGLRFDGDSDSDSQSRVRNQGGLPGAVHQNGRCRPETGAVGEDSDGCYVQLPRSRPALELTALTAPGPGSGSRPTQAKLLAKKRVVRMLLVIVVLFFLCWLPVYSANTWRAFDGPGAHRALSGAPISFIHLLSYASACVNPLVYCFMHRRFRQACLETCARCCPRPPRARPRALPDEDPPTPSIASLSRLSYTTISTLGPG. The pKi is 9.6. (5) The drug is CCCCC[C@H](O)/C=C/C1[C@@H](C/C=C\CCCC(=O)O)[C@H]2CO[C@@H]1C2. The target protein (P36423) has sequence MEVLGLLKFEVSGTIVTVTLLVALLALLKWYSMSAFSRLEKLGIRHPKPSPFVGNLMFFRQGFWESQLELRERYGPLCGYYLGRRMHVVISEPDMIKQVLVENFSNFSNRMASGLEPKMVADSVLLLRDRRWEEVRGALMSSFSPEKLDEMTPLISQACELLVAHLKRYAASRDAFNIQRCYCCYTIDVVASVAFGTQVDSQNSPEDPFVQHCRRASTFCIPRPLLVLILSFPSIMVPLARILPNKNRDELNGFFNTLIRNVIALRDQQAAEERRRDFLQMVLDAQHSMNSVGVEGFDMVPESLSSSECTKEPPQRCHPTSTSKPFTVDEIVGQAFLFLIAGHEVITNTLSFITYLLATHPDCQERLLKEVDLFMGKHPAPEYHSLQEGLPYLDMVISETLRMYPPAFRFTREAAQDCEVLGQRIPAGTVLEIAVGALHHDPEHWPNPETFDPERFTAEARLQRRPFTYLPFGAGPRSCLGVRLGLLVVKLTILQVLHKF.... The pKi is 7.2. (6) The small molecule is C[C@@H](O)[C@H](N)C(=O)N[C@@H](CCCCN)C(=O)N[C@@H](Cc1ccc(O)cc1)C(=O)O. The target protein (P46059) has sequence MGMSKSHSFFGYPLSIFFIVVNEFCERFSYYGMRAILILYFTNFISWDDNLSTAIYHTFVALCYLTPILGALIADSWLGKFKTIVSLSIVYTIGQAVTSVSSINDLTDHNHDGTPDSLPVHVVLSLIGLALIALGTGGIKPCVSAFGGDQFEEGQEKQRNRFFSIFYLAINAGSLLSTIITPMLRVQQCGIHSKQACYPLAFGVPAALMAVALIVFVLGSGMYKKFKPQGNIMGKVAKCIGFAIKNRFRHRSKAFPKREHWLDWAKEKYDERLISQIKMVTRVMFLYIPLPMFWALFDQQGSRWTLQATTMSGKIGALEIQPDQMQTVNAILIVIMVPIFDAVLYPLIAKCGFNFTSLKKMAVGMVLASMAFVVAAIVQVEIDKTLPVFPKGNEVQIKVLNIGNNTMNISLPGEMVTLGPMSQTNAFMTFDVNKLTRINISSPGSPVTAVTDDFKQGQRHTLLVWAPNHYQVVKDGLNQKPEKGENGIRFVNTFNELITI.... The pKi is 3.0. (7) The small molecule is CC[C@H](C)[C@H](NC(=O)[C@H](CO)NC(=O)[C@H](C)NC(=O)[C@H](CC(C)C)NC(=O)[C@H](Cc1ccc(O)cc1)NC(=O)[C@H](CCCCN)NC(=O)[C@H](CCCCN)NC(=O)[C@@H](NC(=O)[C@H](C)NC(=O)[C@H](CCSC)NC(=O)[C@H](CCC(N)=O)NC(=O)[C@H](CCCCN)NC(=O)[C@H](CCCN=C(N)N)NC(=O)[C@H](CC(C)C)NC(=O)[C@H](CCCN=C(N)N)NC(=O)C(NC(=O)[C@H](Cc1ccc(O)cc1)NC(=O)[C@H](CC(N)=O)NC(=O)[C@H](CC(=O)O)NC(=O)[C@@H](NC(=O)[C@H](Cc1ccccc1)NC(=O)[C@@H](NC(=O)[C@H](C)NC(=O)[C@H](CC(=O)O)NC(=O)[C@H](CO)NC(=O)[C@@H](N)Cc1cnc[nH]1)C(C)C)[C@@H](C)O)[C@@H](C)O)C(C)C)C(=O)N[C@@H](CC(C)C)C(=O)N[C@@H](CC(N)=O)C(N)=O. The target protein (P41587) has sequence MRTLLPPALLTCWLLAPVNSIHPECRFHLEIQEEETKCAELLRSQTEKHKACSGVWDNITCWRPANVGETVTVPCPKVFSNFYSKAGNISKNCTSDGWSETFPDFVDACGYSDPEDESKITFYILVKAIYTLGYSVSLMSLATGSIILCLFRKLHCTRNYIHLNLFLSFILRAISVLVKDDVLYSSSGTLHCPDQPSSWVGCKLSLVFLQYCIMANFFWLLVEGLYLHTLLVAMLPPRRCFLAYLLIGWGLPTVCIGAWTAARLYLEDTGCWDTNDHSVPWWVIRIPILISIIVNFVLFISIIRILLQKLTSPDVGGNDQSQYKRLAKSTLLLIPLFGVHYMVFAVFPISISSKYQILFELCLGSFQGLVVAVLYCFLNSEVQCELKRKWRSRCPTPSASRDYRVCGSSFSRNGSEGALQFHRGSRAQSFLQTETSVI. The pKi is 7.7.